Dataset: Full USPTO retrosynthesis dataset with 1.9M reactions from patents (1976-2016). Task: Predict the reactants needed to synthesize the given product. (1) Given the product [OH:12][C@@H:11]1[C:10]2[CH:9]=[CH:8][N:7]3[C:13]([CH3:19])=[C:14]([CH2:16][O:17][CH3:18])[N:15]=[C:6]3[C:5]=2[NH:4][C@H:3]([C:20]2[CH:21]=[CH:22][CH:23]=[CH:24][CH:25]=2)[C@H:2]1[OH:1], predict the reactants needed to synthesize it. The reactants are: [OH:1][C@H:2]1[C:11](=[O:12])[C:10]2[CH:9]=[CH:8][N:7]3[C:13]([CH3:19])=[C:14]([CH2:16][O:17][CH3:18])[N:15]=[C:6]3[C:5]=2[NH:4][C@@H:3]1[C:20]1[CH:25]=[CH:24][CH:23]=[CH:22][CH:21]=1.[BH4-].[Na+].[Cl-].[NH4+]. (2) Given the product [Cl:19][C:20]1[CH:21]=[C:22]2[C:26](=[CH:27][CH:28]=1)[C:25](=[O:29])[N:24]([C:2]1[C:11]3[CH2:10][CH2:9][CH2:8][C:7]4([O:16][CH2:15][C:14]([CH3:18])([CH3:17])[CH2:13][O:12]4)[C:6]=3[CH:5]=[N:4][CH:3]=1)[CH2:23]2, predict the reactants needed to synthesize it. The reactants are: Br[C:2]1[C:11]2[CH2:10][CH2:9][CH2:8][C:7]3([O:16][CH2:15][C:14]([CH3:18])([CH3:17])[CH2:13][O:12]3)[C:6]=2[CH:5]=[N:4][CH:3]=1.[Cl:19][C:20]1[CH:21]=[C:22]2[C:26](=[CH:27][CH:28]=1)[C:25](=[O:29])[NH:24][CH2:23]2.C([O-])([O-])=O.[Cs+].[Cs+].